Dataset: Full USPTO retrosynthesis dataset with 1.9M reactions from patents (1976-2016). Task: Predict the reactants needed to synthesize the given product. (1) Given the product [Cl:1][C:2]1[C:3]([C:34]2[CH:39]=[CH:38][C:37]([O:40][CH3:41])=[CH:36][CH:35]=2)=[C:4]2[C:18]3[CH2:19][CH2:20][C@H:21]([C:23]([NH2:25])=[O:24])[CH2:22][C:17]=3[S:16][C:5]2=[N:6][C:7]=1[CH2:8][N:9]1[C:13](=[O:14])[CH2:12][O:11][C:10]1=[O:15], predict the reactants needed to synthesize it. The reactants are: [Cl:1][C:2]1[C:3]([C:34]2[CH:39]=[CH:38][C:37]([O:40][CH3:41])=[CH:36][CH:35]=2)=[C:4]2[C:18]3[CH2:19][CH2:20][C@H:21]([C:23]([NH:25][C@@H](C4C=CC=CC=4)C)=[O:24])[CH2:22][C:17]=3[S:16][C:5]2=[N:6][C:7]=1[CH2:8][N:9]1[C:13](=[O:14])[CH2:12][O:11][C:10]1=[O:15].C1(OC)C=CC=CC=1.CS(O)(=O)=O.C(OCC)(=O)C. (2) Given the product [C:1]([O:5][C:6](=[O:25])[NH:7][C@H:8]1[CH2:13][CH2:12][C@@H:11]([CH2:14][N:15]2[C:19]3=[N:20][C:21]([NH:26][C:27]4[CH:28]=[CH:29][C:30]([CH3:37])=[C:31]([S:33](=[O:35])(=[O:34])[NH2:36])[CH:32]=4)=[N:22][CH:23]=[C:18]3[CH:17]=[N:16]2)[CH2:10][CH2:9]1)([CH3:4])([CH3:3])[CH3:2], predict the reactants needed to synthesize it. The reactants are: [C:1]([O:5][C:6](=[O:25])[NH:7][C@H:8]1[CH2:13][CH2:12][C@@H:11]([CH2:14][N:15]2[C:19]3=[N:20][C:21](Cl)=[N:22][CH:23]=[C:18]3[CH:17]=[N:16]2)[CH2:10][CH2:9]1)([CH3:4])([CH3:3])[CH3:2].[NH2:26][C:27]1[CH:28]=[CH:29][C:30]([CH3:37])=[C:31]([S:33]([NH2:36])(=[O:35])=[O:34])[CH:32]=1.CC(C)([O-])C.[Na+].C(P(C(C)(C)C)C1C=CC=CC=1C1C(C(C)C)=CC(C(C)C)=CC=1C(C)C)(C)(C)C. (3) Given the product [F:1][C:2]1[CH:13]=[CH:12][CH:11]=[CH:10][C:3]=1[O:4][CH2:5][CH2:6][C:7]([O:9][CH3:18])=[O:8], predict the reactants needed to synthesize it. The reactants are: [F:1][C:2]1[CH:13]=[CH:12][CH:11]=[CH:10][C:3]=1[O:4][CH2:5][CH2:6][C:7]([OH:9])=[O:8].S(Cl)(Cl)=O.[CH3:18]O. (4) Given the product [NH2:1][C:2]1[N:6]([C@H:7]2[CH2:12][CH2:11][CH2:10][N:9]([C:13]#[N:14])[CH2:8]2)[N:5]=[C:4]([C:15]2[CH:20]=[CH:19][C:18]([O:21][C:39]3[C:38]([F:43])=[CH:37][C:36]([Cl:35])=[CH:41][N:40]=3)=[CH:17][CH:16]=2)[C:3]=1[C:32]([NH2:34])=[O:33], predict the reactants needed to synthesize it. The reactants are: [NH2:1][C:2]1[N:6]([C@H:7]2[CH2:12][CH2:11][CH2:10][N:9]([C:13]#[N:14])[CH2:8]2)[N:5]=[C:4]([C:15]2[CH:20]=[CH:19][C:18]([O:21]C3C=CC=C(C(F)(F)F)N=3)=[CH:17][CH:16]=2)[C:3]=1[C:32]([NH2:34])=[O:33].[Cl:35][C:36]1[CH:37]=[C:38]([F:43])[C:39](F)=[N:40][CH:41]=1. (5) Given the product [F:13][C:4]1[C:3]([CH:2]=[O:15])=[CH:12][CH:11]=[CH:10][C:5]=1[C:6]([O:8][CH3:9])=[O:7], predict the reactants needed to synthesize it. The reactants are: Br[CH2:2][C:3]1[C:4]([F:13])=[C:5]([CH:10]=[CH:11][CH:12]=1)[C:6]([O:8][CH3:9])=[O:7].C(=O)(O)[O-:15].[Na+]. (6) Given the product [N:14]([C:17](=[CH:9][C:8]1[CH:11]=[CH:12][CH:13]=[C:6]([CH:2]2[O:3][CH2:4][CH2:5][O:1]2)[CH:7]=1)[C:18]([O:20][CH3:21])=[O:19])=[N+:15]=[N-:16], predict the reactants needed to synthesize it. The reactants are: [O:1]1[CH2:5][CH2:4][O:3][CH:2]1[C:6]1[CH:7]=[C:8]([CH:11]=[CH:12][CH:13]=1)[CH:9]=O.[N:14]([CH2:17][C:18]([O:20][CH3:21])=[O:19])=[N+:15]=[N-:16].C[O-].[Na+]. (7) The reactants are: Cl[C:2]1[N:10]=[C:9]2[C:5]([N:6]=[C:7]([CH2:12][N:13]3[CH2:16][CH:15]([CH:17]4[CH2:22][CH2:21][O:20][CH2:19][CH2:18]4)[CH2:14]3)[N:8]2[CH3:11])=[C:4]([N:23]2[CH2:28][CH2:27][O:26][CH2:25][CH2:24]2)[N:3]=1.[CH3:29][C:30]1[NH:31][C:32]2[CH:38]=[CH:37][CH:36]=[CH:35][C:33]=2[N:34]=1.CC(C1C=C(C(C)C)C(C2C=CC=CC=2P(C2CCCCC2)C2CCCCC2)=C(C(C)C)C=1)C.C([O-])([O-])=O.[Cs+].[Cs+]. Given the product [CH3:11][N:8]1[C:7]([CH2:12][N:13]2[CH2:14][CH:15]([CH:17]3[CH2:18][CH2:19][O:20][CH2:21][CH2:22]3)[CH2:16]2)=[N:6][C:5]2[C:9]1=[N:10][C:2]([N:31]1[C:32]3[CH:38]=[CH:37][CH:36]=[CH:35][C:33]=3[N:34]=[C:30]1[CH3:29])=[N:3][C:4]=2[N:23]1[CH2:24][CH2:25][O:26][CH2:27][CH2:28]1, predict the reactants needed to synthesize it. (8) Given the product [CH3:29][C:19]1[CH:20]=[C:21]([C:22]([O:24][CH2:25][CH3:26])=[O:23])[CH:27]=[CH:28][C:18]=1[C:8]1[CH:13]=[CH:12][CH:11]=[CH:10][CH:9]=1, predict the reactants needed to synthesize it. The reactants are: O.C(=O)([O-])[O-].[Na+].[Na+].[C:8]1(B(O)O)[CH:13]=[CH:12][CH:11]=[CH:10][CH:9]=1.Br[C:18]1[CH:28]=[CH:27][C:21]([C:22]([O:24][CH2:25][CH3:26])=[O:23])=[CH:20][C:19]=1[CH3:29]. (9) Given the product [CH3:26][O:25][C:23](=[O:24])[CH2:22][C:15]1([C:12]2[CH:13]=[CH:14][C:9]([O:8][CH2:1][C:2]3[CH:7]=[CH:6][CH:5]=[CH:4][CH:3]=3)=[CH:10][CH:11]=2)[CH2:16][CH2:17][CH2:18][O:20]1, predict the reactants needed to synthesize it. The reactants are: [CH2:1]([O:8][C:9]1[CH:14]=[CH:13][C:12]([C:15](=[O:20])[CH2:16][CH2:17][CH2:18]Cl)=[CH:11][CH:10]=1)[C:2]1[CH:7]=[CH:6][CH:5]=[CH:4][CH:3]=1.Br[CH2:22][C:23]([O:25][CH3:26])=[O:24].II.